From a dataset of Full USPTO retrosynthesis dataset with 1.9M reactions from patents (1976-2016). Predict the reactants needed to synthesize the given product. (1) Given the product [CH2:30]([NH:33][C:2]1[CH:7]=[C:6]([CH3:8])[N:5]([CH3:9])[C:4](=[O:10])[C:3]=1[C:11](=[O:26])[CH:12]=[CH:13][C:14]1[CH:19]=[CH:18][CH:17]=[C:16]([O:20][CH2:21][C:22]([O:24][CH3:25])=[O:23])[CH:15]=1)[C:31]#[CH:32], predict the reactants needed to synthesize it. The reactants are: O[C:2]1[CH:7]=[C:6]([CH3:8])[N:5]([CH3:9])[C:4](=[O:10])[C:3]=1[C:11](=[O:26])[CH:12]=[CH:13][C:14]1[CH:19]=[CH:18][CH:17]=[C:16]([O:20][CH2:21][C:22]([O:24][CH3:25])=[O:23])[CH:15]=1.[H-].[Na+].[Cl-].[CH2:30]([NH2:33])[C:31]#[CH:32]. (2) Given the product [Cl:18][C:15]1[CH:16]=[CH:17][C:12]([CH2:11][CH2:10][C:9](=[O:19])[CH2:8][CH2:7][CH2:6][CH2:5][CH2:4][CH2:3][CH2:2][I:20])=[CH:13][CH:14]=1, predict the reactants needed to synthesize it. The reactants are: Cl[CH2:2][CH2:3][CH2:4][CH2:5][CH2:6][CH2:7][CH2:8][C:9](=[O:19])[CH2:10][CH2:11][C:12]1[CH:17]=[CH:16][C:15]([Cl:18])=[CH:14][CH:13]=1.[I-:20].[Na+].C(C(C)=O)C(C)C.CCCCCCC.